This data is from Peptide-MHC class II binding affinity with 134,281 pairs from IEDB. The task is: Regression. Given a peptide amino acid sequence and an MHC pseudo amino acid sequence, predict their binding affinity value. This is MHC class II binding data. (1) The peptide sequence is HELIMKDGRKLVVPCR. The MHC is DRB1_0405 with pseudo-sequence DRB1_0405. The binding affinity (normalized) is 0. (2) The peptide sequence is QIRMAKLLGRDPEQS. The MHC is HLA-DQA10401-DQB10402 with pseudo-sequence HLA-DQA10401-DQB10402. The binding affinity (normalized) is 0.0794. (3) The peptide sequence is KKLVSGWNSITVMPLLC. The MHC is DRB4_0103 with pseudo-sequence DRB4_0103. The binding affinity (normalized) is 0.592. (4) The peptide sequence is ASGGRLNPTEPLPIF. The MHC is DRB1_1302 with pseudo-sequence DRB1_1302. The binding affinity (normalized) is 0.972. (5) The peptide sequence is NDAIKASTGGAYESY. The MHC is DRB1_1001 with pseudo-sequence DRB1_1001. The binding affinity (normalized) is 0.369. (6) The peptide sequence is YDKFLANTSTVLTGK. The binding affinity (normalized) is 0.829. The MHC is DRB1_0101 with pseudo-sequence DRB1_0101. (7) The peptide sequence is GQRVVFIQPSPVRDHY. The MHC is DRB1_0401 with pseudo-sequence DRB1_0401. The binding affinity (normalized) is 0.427.